This data is from Peptide-MHC class II binding affinity with 134,281 pairs from IEDB. The task is: Regression. Given a peptide amino acid sequence and an MHC pseudo amino acid sequence, predict their binding affinity value. This is MHC class II binding data. (1) The peptide sequence is EGRRAKLRSAGEVEI. The MHC is DRB3_0202 with pseudo-sequence DRB3_0202. The binding affinity (normalized) is 0. (2) The peptide sequence is EGGVWTFDSEEPLQG. The MHC is DRB1_0301 with pseudo-sequence DRB1_0301. The binding affinity (normalized) is 0.732. (3) The peptide sequence is DDCVVRPIDDRFGLA. The MHC is HLA-DQA10201-DQB10301 with pseudo-sequence HLA-DQA10201-DQB10301. The binding affinity (normalized) is 0.328. (4) The MHC is DRB1_0101 with pseudo-sequence DRB1_0101. The peptide sequence is HIDLMSKLAVECKSS. The binding affinity (normalized) is 0.588. (5) The peptide sequence is GWIISNIFGAIPVLA. The MHC is DRB3_0202 with pseudo-sequence DRB3_0202. The binding affinity (normalized) is 0.655. (6) The peptide sequence is CELGEWVFSSVQPPK. The MHC is DRB1_0101 with pseudo-sequence DRB1_0101. The binding affinity (normalized) is 0.608. (7) The peptide sequence is ENQRTVALYSLKIAGWHGPK. The MHC is DRB1_0301 with pseudo-sequence DRB1_0301. The binding affinity (normalized) is 0.637. (8) The peptide sequence is APYHFDLSGHAFGAM. The MHC is DRB1_1101 with pseudo-sequence DRB1_1101. The binding affinity (normalized) is 0.711.